Dataset: NCI-60 drug combinations with 297,098 pairs across 59 cell lines. Task: Regression. Given two drug SMILES strings and cell line genomic features, predict the synergy score measuring deviation from expected non-interaction effect. Cell line: SNB-75. Synergy scores: CSS=29.2, Synergy_ZIP=-3.10, Synergy_Bliss=1.38, Synergy_Loewe=-22.4, Synergy_HSA=1.82. Drug 1: COC1=C(C=C2C(=C1)N=CN=C2NC3=CC(=C(C=C3)F)Cl)OCCCN4CCOCC4. Drug 2: COC1=NC(=NC2=C1N=CN2C3C(C(C(O3)CO)O)O)N.